From a dataset of Reaction yield outcomes from USPTO patents with 853,638 reactions. Predict the reaction yield, written as a fraction of the theoretical maximum amount of product (1.0 means a 100% yield; for example, 0.34 means a 34% yield). (1) The reactants are [Cl:1][C:2]1[CH:7]=[CH:6][C:5]([NH:8][C:9]([NH:11][C:12]2[CH:17]=[CH:16][CH:15]=[C:14]([C:18]3[CH:23]=[CH:22][CH:21]=[C:20]([N:24]4[CH2:28][CH2:27][CH2:26][CH2:25]4)[N:19]=3)[CH:13]=2)=[O:10])=[C:4](C#CCCOC2CCCCO2)[CH:3]=1.ClC1C=CC(NC(NC2C=CC=C(C3C=CC=C(N4CCCC4)N=3)C=2)=O)=CC=1I.[CH2:69]([O:73][CH:74]1[CH2:79][CH2:78][CH2:77][CH2:76][O:75]1)[CH2:70][C:71]#[CH:72]. The catalyst is CN(C=O)C.Cl[Pd](Cl)([P](C1C=CC=CC=1)(C1C=CC=CC=1)C1C=CC=CC=1)[P](C1C=CC=CC=1)(C1C=CC=CC=1)C1C=CC=CC=1.[Cu]I. The product is [Cl:1][C:2]1[CH:7]=[CH:6][C:5]([NH:8][C:9]([NH:11][C:12]2[CH:17]=[CH:16][CH:15]=[C:14]([C:18]3[CH:23]=[CH:22][CH:21]=[C:20]([N:24]4[CH2:25][CH2:26][CH2:27][CH2:28]4)[N:19]=3)[CH:13]=2)=[O:10])=[CH:4][C:3]=1[C:72]#[C:71][CH2:70][CH2:69][O:73][CH:74]1[CH2:79][CH2:78][CH2:77][CH2:76][O:75]1. The yield is 0.760. (2) The yield is 0.865. The product is [CH3:13][O:6][C:5](=[O:7])[C:4]1[CH:8]=[CH:9][C:10]([OH:11])=[C:2]([OH:1])[CH:3]=1. No catalyst specified. The reactants are [OH:1][C:2]1[CH:3]=[C:4]([CH:8]=[CH:9][C:10]=1[OH:11])[C:5]([OH:7])=[O:6].Cl.[CH3:13]O. (3) The reactants are [F:1][C:2]([F:7])([F:6])[C:3]([OH:5])=[O:4].[CH:8]([NH:11][C@@H:12]1[CH2:16][CH2:15][N:14](C(OC(C)(C)C)=O)[CH2:13]1)([CH3:10])[CH3:9]. The catalyst is ClCCl. The product is [F:1][C:2]([F:7])([F:6])[C:3]([OH:5])=[O:4].[F:1][C:2]([F:7])([F:6])[C:3]([OH:5])=[O:4].[CH:8]([NH:11][C@@H:12]1[CH2:16][CH2:15][NH:14][CH2:13]1)([CH3:10])[CH3:9]. The yield is 0.890. (4) The reactants are C([O:3][C:4]([C:6]1[C:7]2[CH:14]=[CH:13][N:12]([S:15]([C:18]3[CH:23]=[CH:22][C:21]([CH3:24])=[CH:20][CH:19]=3)(=[O:17])=[O:16])[C:8]=2[N:9]=[CH:10][N:11]=1)=[CH2:5])C.C1COCC1. The catalyst is CO. The product is [C:21]1([CH3:24])[CH:20]=[CH:19][C:18]([S:15]([N:12]2[C:8]3[N:9]=[CH:10][N:11]=[C:6]([C:4](=[O:3])[CH3:5])[C:7]=3[CH:14]=[CH:13]2)(=[O:17])=[O:16])=[CH:23][CH:22]=1. The yield is 0.890.